From a dataset of Reaction yield outcomes from USPTO patents with 853,638 reactions. Predict the reaction yield, written as a fraction of the theoretical maximum amount of product (1.0 means a 100% yield; for example, 0.34 means a 34% yield). (1) The reactants are [OH-].[Na+].C[O:4][C:5](=[O:37])[C:6]1[CH:11]=[CH:10][C:9]([O:12][CH:13]([C:20]2[CH:21]=[N:22][C:23]([C:26]3[CH:31]=[CH:30][C:29]([C:32]([F:35])([F:34])[F:33])=[CH:28][CH:27]=3)=[CH:24][CH:25]=2)[CH2:14][CH2:15][CH2:16][CH2:17][CH2:18][CH3:19])=[C:8]([F:36])[CH:7]=1.O1CCCC1. The catalyst is CO. The product is [F:36][C:8]1[CH:7]=[C:6]([CH:11]=[CH:10][C:9]=1[O:12][CH:13]([C:20]1[CH:21]=[N:22][C:23]([C:26]2[CH:27]=[CH:28][C:29]([C:32]([F:35])([F:33])[F:34])=[CH:30][CH:31]=2)=[CH:24][CH:25]=1)[CH2:14][CH2:15][CH2:16][CH2:17][CH2:18][CH3:19])[C:5]([OH:37])=[O:4]. The yield is 0.900. (2) The reactants are [NH2:1][C:2]1[CH:27]=[CH:26][C:5]([O:6][C:7]2[N:12]=[CH:11][N:10]=[C:9]([NH:13][C:14]([N:16]3[CH2:21][CH2:20][CH:19]([N:22]4[CH2:25][CH2:24][CH2:23]4)[CH2:18][CH2:17]3)=[O:15])[CH:8]=2)=[C:4]([F:28])[CH:3]=1.CC1(C)C2(CS(O)(=O)=O)C(CC1CC2)=O.[F:44][C:45]1[CH:50]=[CH:49][C:48]([CH2:51][C:52]([N:54]=[C:55]=[S:56])=[O:53])=[CH:47][CH:46]=1.C(#N)C.C(=O)([O-])O.[Na+]. The catalyst is C(O)C.C(OCC)(=O)C. The product is [F:28][C:4]1[CH:3]=[C:2]([NH:1][C:55]([NH:54][C:52](=[O:53])[CH2:51][C:48]2[CH:49]=[CH:50][C:45]([F:44])=[CH:46][CH:47]=2)=[S:56])[CH:27]=[CH:26][C:5]=1[O:6][C:7]1[N:12]=[CH:11][N:10]=[C:9]([NH:13][C:14]([N:16]2[CH2:21][CH2:20][CH:19]([N:22]3[CH2:25][CH2:24][CH2:23]3)[CH2:18][CH2:17]2)=[O:15])[CH:8]=1. The yield is 0.378. (3) The reactants are [OH:1][CH2:2][C@@H:3]([NH:14][C:15]([O:17][CH2:18][C:19]1[CH:24]=[CH:23][CH:22]=[CH:21][CH:20]=1)=[O:16])[CH2:4][N:5]1[CH2:13][CH2:12][CH2:11][C@H:6]1[C:7]([O:9][CH3:10])=[O:8].C(N(CC)CC)C.[CH3:32][S:33](Cl)(=[O:35])=[O:34]. The catalyst is ClCCl.CN(C)C1C=CN=CC=1. The product is [CH3:32][S:33]([O:1][CH2:2][C@@H:3]([NH:14][C:15]([O:17][CH2:18][C:19]1[CH:20]=[CH:21][CH:22]=[CH:23][CH:24]=1)=[O:16])[CH2:4][N:5]1[CH2:13][CH2:12][CH2:11][C@H:6]1[C:7]([O:9][CH3:10])=[O:8])(=[O:35])=[O:34]. The yield is 1.00.